This data is from Catalyst prediction with 721,799 reactions and 888 catalyst types from USPTO. The task is: Predict which catalyst facilitates the given reaction. (1) Reactant: CO[C:3]([C:5]1[CH:18]=[C:8]2[N:9]=[C:10]([CH3:17])[CH:11]=[C:12]([C:13]([F:16])([F:15])[F:14])[N:7]2[N:6]=1)=[O:4].[OH-].[Na+].[CH:21]1[CH:22]=[CH:23]C2N(O)N=[N:27][C:25]=2[CH:26]=1.CCN=C=NCCCN(C)C.C(N(C(C)C)CC)(C)C.CC1CCCCN1. Product: [CH3:17][C:10]1[CH:11]=[C:12]([C:13]([F:16])([F:15])[F:14])[N:7]2[N:6]=[C:5]([C:3]([N:27]3[CH2:23][CH2:22][CH2:21][CH2:26][CH2:25]3)=[O:4])[CH:18]=[C:8]2[N:9]=1. The catalyst class is: 353. (2) Reactant: [CH3:1][CH:2]([CH3:36])[CH2:3][CH:4]([C:21]1[CH:35]=[CH:34][C:24]([C:25]([NH:27][CH2:28][CH2:29][C:30]([O:32]C)=[O:31])=[O:26])=[CH:23][CH:22]=1)[CH2:5][C:6]1[CH:11]=[CH:10][C:9]([N:12]2[CH:16]=[C:15]([C:17]([F:20])([F:19])[F:18])[CH:14]=[N:13]2)=[CH:8][CH:7]=1.O1CCCC1.[OH-].[Na+]. Product: [CH3:1][CH:2]([CH3:36])[CH2:3][CH:4]([C:21]1[CH:35]=[CH:34][C:24]([C:25]([NH:27][CH2:28][CH2:29][C:30]([OH:32])=[O:31])=[O:26])=[CH:23][CH:22]=1)[CH2:5][C:6]1[CH:7]=[CH:8][C:9]([N:12]2[CH:16]=[C:15]([C:17]([F:20])([F:19])[F:18])[CH:14]=[N:13]2)=[CH:10][CH:11]=1. The catalyst class is: 5. (3) Reactant: [F:1][C:2]1[C:7]([F:8])=[C:6]([O:9][CH2:10][CH3:11])[CH:5]=[C:4]([CH3:12])[C:3]=1[CH:13]=[CH:14][CH:15]1[CH2:20][CH2:19][CH:18]([CH2:21][CH2:22][CH3:23])[CH2:17][CH2:16]1.[H][H]. Product: [F:1][C:2]1[C:7]([F:8])=[C:6]([O:9][CH2:10][CH3:11])[CH:5]=[C:4]([CH3:12])[C:3]=1[CH2:13][CH2:14][CH:15]1[CH2:20][CH2:19][CH:18]([CH2:21][CH2:22][CH3:23])[CH2:17][CH2:16]1. The catalyst class is: 787.